This data is from Forward reaction prediction with 1.9M reactions from USPTO patents (1976-2016). The task is: Predict the product of the given reaction. (1) Given the reactants [Cl:1][C:2]1[CH:7]=[C:6]([N+:8]([O-])=O)[CH:5]=[CH:4][C:3]=1[OH:11].Cl.Cl[CH2:14][C:15]1[N:16]=[CH:17][S:18][CH:19]=1.C(=O)([O-])[O-].[K+].[K+].[I-].[Na+], predict the reaction product. The product is: [ClH:1].[Cl:1][C:2]1[CH:7]=[C:6]([NH2:8])[CH:5]=[CH:4][C:3]=1[O:11][CH2:14][C:15]1[N:16]=[CH:17][S:18][CH:19]=1. (2) Given the reactants [NH2:1][C:2]1[CH:3]=[CH:4][C:5]([F:20])=[C:6]([C@:8]2([CH3:19])[C:13]([F:15])([F:14])[C:12]([CH3:17])([CH3:16])[O:11][C:10]([NH2:18])=[N:9]2)[CH:7]=1.[Cl:21][C:22]1[CH:23]=[C:24]([F:31])[C:25]([C:28](O)=[O:29])=[N:26][CH:27]=1, predict the reaction product. The product is: [NH2:18][C:10]1[O:11][C:12]([CH3:16])([CH3:17])[C:13]([F:14])([F:15])[C@:8]([C:6]2[CH:7]=[C:2]([NH:1][C:28]([C:25]3[C:24]([F:31])=[CH:23][C:22]([Cl:21])=[CH:27][N:26]=3)=[O:29])[CH:3]=[CH:4][C:5]=2[F:20])([CH3:19])[N:9]=1.